From a dataset of Forward reaction prediction with 1.9M reactions from USPTO patents (1976-2016). Predict the product of the given reaction. (1) Given the reactants [N:1]1([C:5]([C:7]2[CH:12]=[CH:11][C:10](Br)=[CH:9][N:8]=2)=[O:6])[CH2:4][CH2:3][CH2:2]1.[OH:14][C:15]1[CH:16]=[C:17]([CH:22]=[C:23]([O:25][C@@H:26]([CH3:30])[CH2:27][O:28][CH3:29])[CH:24]=1)[C:18]([O:20]C)=[O:19], predict the reaction product. The product is: [N:1]1([C:5]([C:7]2[N:8]=[CH:9][C:10]([O:14][C:15]3[CH:16]=[C:17]([CH:22]=[C:23]([O:25][C@@H:26]([CH3:30])[CH2:27][O:28][CH3:29])[CH:24]=3)[C:18]([OH:20])=[O:19])=[CH:11][CH:12]=2)=[O:6])[CH2:4][CH2:3][CH2:2]1. (2) Given the reactants [CH2:1]1[C:9]2[C:4](=[CH:5][CH:6]=[CH:7][CH:8]=2)[CH2:3][CH:2]1[C@H:10]1[NH:15][C:14](=[O:16])[C@@H:13]([CH:17]([CH2:20][CH3:21])[CH2:18][CH3:19])[N:12]([CH:22]([C:26]2[CH:27]=[N:28][C:29]([CH3:32])=[CH:30][CH:31]=2)[C:23]([OH:25])=O)[C:11]1=[O:33].[CH:34]([N:37](CC)C(C)C)(C)C.CN(C(ON1N=NC2C=CC=CC1=2)=[N+](C)C)C.[B-](F)(F)(F)F.CN, predict the reaction product. The product is: [CH2:3]1[C:4]2[C:9](=[CH:8][CH:7]=[CH:6][CH:5]=2)[CH2:1][CH:2]1[C@H:10]1[NH:15][C:14](=[O:16])[C@@H:13]([CH:17]([CH2:18][CH3:19])[CH2:20][CH3:21])[N:12]([C@H:22]([C:26]2[CH:27]=[N:28][C:29]([CH3:32])=[CH:30][CH:31]=2)[C:23]([NH:37][CH3:34])=[O:25])[C:11]1=[O:33].